From a dataset of Reaction yield outcomes from USPTO patents with 853,638 reactions. Predict the reaction yield, written as a fraction of the theoretical maximum amount of product (1.0 means a 100% yield; for example, 0.34 means a 34% yield). (1) The yield is 0.590. The reactants are [Cl:1][C:2]1[CH:10]=[C:9]2[C:5]([C:6](=[O:22])[C:7](=[O:21])[N:8]2[CH:11]([CH2:15][CH:16]2[CH2:20][CH2:19][CH2:18][CH2:17]2)[C:12]([OH:14])=O)=[CH:4][CH:3]=1.[CH3:23][N:24]1[CH:28]=[CH:27][C:26]([NH2:29])=[N:25]1.C(N(CC)C(C)C)(C)C.F[P-](F)(F)(F)(F)F.N1(O[P+](N(C)C)(N(C)C)N(C)C)C2C=CC=CC=2N=N1. The catalyst is CN(C)C=O.C(OCC)(=O)C. The product is [Cl:1][C:2]1[CH:10]=[C:9]2[C:5]([C:6](=[O:22])[C:7](=[O:21])[N:8]2[CH:11]([CH2:15][CH:16]2[CH2:17][CH2:18][CH2:19][CH2:20]2)[C:12]([NH:29][C:26]2[CH:27]=[CH:28][N:24]([CH3:23])[N:25]=2)=[O:14])=[CH:4][CH:3]=1. (2) The reactants are [CH3:1][O:2][C:3]([C:5]1[CH:6]=[C:7]([CH3:11])[CH:8]=[CH:9][CH:10]=1)=[O:4].C1C(=O)N([Br:19])C(=O)C1. The catalyst is C(Cl)(Cl)(Cl)Cl.C(OOC(=O)C1C=CC=CC=1)(=O)C1C=CC=CC=1. The product is [Br:19][CH2:11][C:7]1[CH:6]=[C:5]([CH:10]=[CH:9][CH:8]=1)[C:3]([O:2][CH3:1])=[O:4]. The yield is 0.910. (3) The reactants are [CH3:1][C:2]1([CH3:16])[CH2:11][C:10]2[NH:9][C:8](=[S:12])[C:7]([C:13]#[N:14])=[CH:6][C:5]=2[C:4](=[O:15])[CH2:3]1.[OH-].[K+].Br[CH2:20][CH2:21][CH2:22][CH3:23].O. The product is [CH2:20]([S:12][C:8]1[C:7]([C:13]#[N:14])=[CH:6][C:5]2[C:4](=[O:15])[CH2:3][C:2]([CH3:16])([CH3:1])[CH2:11][C:10]=2[N:9]=1)[CH2:21][CH2:22][CH3:23]. The yield is 0.590. The catalyst is CN(C=O)C.